This data is from NCI-60 drug combinations with 297,098 pairs across 59 cell lines. The task is: Regression. Given two drug SMILES strings and cell line genomic features, predict the synergy score measuring deviation from expected non-interaction effect. (1) Drug 1: C(=O)(N)NO. Drug 2: CS(=O)(=O)OCCCCOS(=O)(=O)C. Cell line: MDA-MB-435. Synergy scores: CSS=5.98, Synergy_ZIP=-2.03, Synergy_Bliss=-1.88, Synergy_Loewe=-1.07, Synergy_HSA=-3.04. (2) Drug 1: COC1=C(C=C2C(=C1)N=CN=C2NC3=CC(=C(C=C3)F)Cl)OCCCN4CCOCC4. Drug 2: CCC1(CC2CC(C3=C(CCN(C2)C1)C4=CC=CC=C4N3)(C5=C(C=C6C(=C5)C78CCN9C7C(C=CC9)(C(C(C8N6C)(C(=O)OC)O)OC(=O)C)CC)OC)C(=O)OC)O.OS(=O)(=O)O. Cell line: HOP-92. Synergy scores: CSS=39.5, Synergy_ZIP=-7.30, Synergy_Bliss=-1.60, Synergy_Loewe=-0.978, Synergy_HSA=2.54. (3) Drug 1: C1CN1P(=S)(N2CC2)N3CC3. Drug 2: C(CC(=O)O)C(=O)CN.Cl. Cell line: NCI-H522. Synergy scores: CSS=14.3, Synergy_ZIP=-4.49, Synergy_Bliss=-5.72, Synergy_Loewe=-9.76, Synergy_HSA=-3.29. (4) Drug 1: CCC1(CC2CC(C3=C(CCN(C2)C1)C4=CC=CC=C4N3)(C5=C(C=C6C(=C5)C78CCN9C7C(C=CC9)(C(C(C8N6C=O)(C(=O)OC)O)OC(=O)C)CC)OC)C(=O)OC)O.OS(=O)(=O)O. Drug 2: CC12CCC3C(C1CCC2OP(=O)(O)O)CCC4=C3C=CC(=C4)OC(=O)N(CCCl)CCCl.[Na+]. Cell line: CAKI-1. Synergy scores: CSS=-4.91, Synergy_ZIP=3.90, Synergy_Bliss=0.540, Synergy_Loewe=-6.50, Synergy_HSA=-6.70. (5) Drug 1: CCCCCOC(=O)NC1=NC(=O)N(C=C1F)C2C(C(C(O2)C)O)O. Drug 2: C1=NC(=NC(=O)N1C2C(C(C(O2)CO)O)O)N. Cell line: UO-31. Synergy scores: CSS=23.3, Synergy_ZIP=-8.13, Synergy_Bliss=-4.00, Synergy_Loewe=-33.3, Synergy_HSA=-5.96. (6) Drug 1: C1=CC=C(C=C1)NC(=O)CCCCCCC(=O)NO. Drug 2: CN(C(=O)NC(C=O)C(C(C(CO)O)O)O)N=O. Cell line: MDA-MB-231. Synergy scores: CSS=23.4, Synergy_ZIP=-2.40, Synergy_Bliss=3.60, Synergy_Loewe=3.48, Synergy_HSA=3.36.